Task: Predict the reactants needed to synthesize the given product.. Dataset: Full USPTO retrosynthesis dataset with 1.9M reactions from patents (1976-2016) (1) Given the product [CH:9]([OH:37])=[O:10].[Cl:1][C:2]1[CH:3]=[C:4]([NH:8][C:12]2[CH:13]=[CH:14][C:15]([S:17]([NH:20][C:21]3[S:22][CH:23]=[N:24][N:25]=3)(=[O:18])=[O:19])=[CH:16][C:11]=2[OH:10])[CH:5]=[CH:6][CH:7]=1, predict the reactants needed to synthesize it. The reactants are: [Cl:1][C:2]1[CH:3]=[C:4]([N:8]2[C:12]3[CH:13]=[CH:14][C:15]([S:17]([N:20](CC4C=CC(OC)=CC=4OC)[C:21]4[S:22][CH:23]=[N:24][N:25]=4)(=[O:19])=[O:18])=[CH:16][C:11]=3[O:10][C:9]2=[O:37])[CH:5]=[CH:6][CH:7]=1.[OH-].[Na+].[NH4+].[Cl-]. (2) Given the product [Cl:18][C:19]1[CH:20]=[CH:21][C:22]([C:8]2[C:7]([N:13]3[CH2:17][CH2:16][CH2:15][CH2:14]3)=[N:6][CH:5]=[C:4]([CH:9]=2)[C:3]([NH:29][C@@H:30]([CH2:35][OH:36])[CH2:31][CH:32]([CH3:34])[CH3:33])=[O:12])=[CH:23][C:24]=1[CH3:25], predict the reactants needed to synthesize it. The reactants are: CO[C:3](=[O:12])[C:4]1[CH:9]=[C:8](Br)[C:7](Cl)=[N:6][CH:5]=1.[NH:13]1[CH2:17][CH2:16][CH2:15][CH2:14]1.[Cl:18][C:19]1[CH:20]=[C:21](B(O)O)[CH:22]=[CH:23][C:24]=1[CH3:25].[NH2:29][C@@H:30]([CH2:35][OH:36])[CH2:31][CH:32]([CH3:34])[CH3:33]. (3) Given the product [ClH:1].[F:34][C:3]([F:2])([F:33])[C:4]1[CH:5]=[C:6]([CH:26]=[C:27]([C:29]([F:30])([F:31])[F:32])[CH:28]=1)[CH2:7][N:8]([CH3:25])[C:9]([C@@H:11]1[CH2:16][CH2:15][N:14]([CH2:36][CH2:37][OH:38])[CH2:13][C@H:12]1[C:17]1[CH:22]=[CH:21][C:20]([F:23])=[CH:19][C:18]=1[CH3:24])=[O:10], predict the reactants needed to synthesize it. The reactants are: [ClH:1].[F:2][C:3]([F:34])([F:33])[C:4]1[CH:5]=[C:6]([CH:26]=[C:27]([C:29]([F:32])([F:31])[F:30])[CH:28]=1)[CH2:7][N:8]([CH3:25])[C:9]([C@@H:11]1[CH2:16][CH2:15][NH:14][CH2:13][C@H:12]1[C:17]1[CH:22]=[CH:21][C:20]([F:23])=[CH:19][C:18]=1[CH3:24])=[O:10].I[CH2:36][CH2:37][OH:38].C([O-])([O-])=O.[K+].[K+].Cl.C(OCC)(=O)C. (4) The reactants are: [Br:1][C:2]1[CH:3]=[C:4]2[C:9](=[CH:10][CH:11]=1)[O:8][CH2:7][C:6]([CH3:13])([CH3:12])[C:5]2=O.[CH3:15][C:16]([S:19]([NH2:21])=[O:20])([CH3:18])[CH3:17]. Given the product [Br:1][C:2]1[CH:3]=[C:4]2[C:9](=[CH:10][CH:11]=1)[O:8][CH2:7][C:6]([CH3:13])([CH3:12])[C:5]2=[N:21][S:19]([C:16]([CH3:18])([CH3:17])[CH3:15])=[O:20], predict the reactants needed to synthesize it. (5) Given the product [CH3:5][C:4]1([C:6]2[CH:7]=[CH:8][C:9]3[N:10]([CH:12]=[C:13]([C:15]([NH:17][C:18]4[CH:23]=[CH:22][CH:21]=[CH:20][CH:19]=4)=[O:16])[N:14]=3)[CH:11]=2)[O:38][CH2:2][CH2:1][O:3]1, predict the reactants needed to synthesize it. The reactants are: [CH2:1]([O:3][C:4]([C:6]1[CH:7]=[CH:8][C:9]2[N:10]([CH:12]=[C:13]([C:15]([NH:17][C:18]3[CH:23]=[CH:22][CH:21]=[CH:20][CH:19]=3)=[O:16])[N:14]=2)[CH:11]=1)=[CH2:5])[CH3:2].C1(C)C=CC=CC=1.C1(C)C=CC(S(O)(=O)=[O:38])=CC=1.